From a dataset of TCR-epitope binding with 47,182 pairs between 192 epitopes and 23,139 TCRs. Binary Classification. Given a T-cell receptor sequence (or CDR3 region) and an epitope sequence, predict whether binding occurs between them. (1) The epitope is KTSVDCTMYI. The TCR CDR3 sequence is CASSSGTSGSADTQYF. Result: 0 (the TCR does not bind to the epitope). (2) The epitope is KLWAQCVQL. The TCR CDR3 sequence is CASRAGTSGWDEQFF. Result: 1 (the TCR binds to the epitope).